Dataset: Catalyst prediction with 721,799 reactions and 888 catalyst types from USPTO. Task: Predict which catalyst facilitates the given reaction. (1) Reactant: CS(Cl)(=O)=O.O[CH2:7][CH2:8][N:9]([CH2:17][C:18](=[O:34])[NH:19][C:20]1[CH:25]=[CH:24][C:23]([O:26][CH2:27][C:28]2[CH:33]=[CH:32][CH:31]=[CH:30][CH:29]=2)=[CH:22][CH:21]=1)[C:10](=[O:16])[O:11][C:12]([CH3:15])([CH3:14])[CH3:13]. Product: [O:34]=[C:18]1[N:19]([C:20]2[CH:25]=[CH:24][C:23]([O:26][CH2:27][C:28]3[CH:29]=[CH:30][CH:31]=[CH:32][CH:33]=3)=[CH:22][CH:21]=2)[CH2:7][CH2:8][N:9]([C:10]([O:11][C:12]([CH3:15])([CH3:13])[CH3:14])=[O:16])[CH2:17]1. The catalyst class is: 347. (2) Reactant: [C:1]1([CH:7]2[CH2:12][CH:11]([NH:13][C@@H:14]3[CH2:16][C@H:15]3[C:17]3[CH:22]=[CH:21][C:20]([NH:23][C:24](=[O:35])[C:25]4[CH:30]=[CH:29][CH:28]=[C:27]([C:31]([F:34])([F:33])[F:32])[CH:26]=4)=[CH:19][CH:18]=3)[CH2:10][CH2:9][N:8]2C(OC(C)(C)C)=O)[CH:6]=[CH:5][CH:4]=[CH:3][CH:2]=1.[ClH:43].COC1CCCC1. Product: [ClH:43].[ClH:43].[C:1]1([CH:7]2[CH2:12][CH:11]([NH:13][C@@H:14]3[CH2:16][C@H:15]3[C:17]3[CH:22]=[CH:21][C:20]([NH:23][C:24](=[O:35])[C:25]4[CH:30]=[CH:29][CH:28]=[C:27]([C:31]([F:32])([F:33])[F:34])[CH:26]=4)=[CH:19][CH:18]=3)[CH2:10][CH2:9][NH:8]2)[CH:6]=[CH:5][CH:4]=[CH:3][CH:2]=1. The catalyst class is: 1.